Dataset: Catalyst prediction with 721,799 reactions and 888 catalyst types from USPTO. Task: Predict which catalyst facilitates the given reaction. Reactant: C(=O)([O-])[O-].[Cs+].[Cs+].[CH:7]([C:10]1[C:18]2[C:13](=[CH:14][CH:15]=[CH:16][C:17]=2[N:19]2[CH:23]=[C:22]([C:24]3[CH:25]=[N:26][N:27]([CH3:29])[CH:28]=3)[N:21]=[CH:20]2)[NH:12][N:11]=1)([CH3:9])[CH3:8].[CH2:30]([C:32]1[CH:33]=[C:34]([CH:37]=[CH:38][C:39]=1F)[C:35]#[N:36])[CH3:31].O. The catalyst class is: 16. Product: [CH2:30]([C:32]1[CH:33]=[C:34]([CH:37]=[CH:38][C:39]=1[N:12]1[C:13]2[C:18](=[C:17]([N:19]3[CH:23]=[C:22]([C:24]4[CH:25]=[N:26][N:27]([CH3:29])[CH:28]=4)[N:21]=[CH:20]3)[CH:16]=[CH:15][CH:14]=2)[C:10]([CH:7]([CH3:9])[CH3:8])=[N:11]1)[C:35]#[N:36])[CH3:31].